From a dataset of Retrosynthesis with 50K atom-mapped reactions and 10 reaction types from USPTO. Predict the reactants needed to synthesize the given product. (1) Given the product Nc1ncccc1CN1CCCCC1, predict the reactants needed to synthesize it. The reactants are: O=C1c2ccccc2C(=O)N1c1ncccc1CN1CCCCC1. (2) The reactants are: CCOC(=O)CC1CO[C@@H]2[C@H](Oc3nc4nc(-c5ccc(-c6ccccc6)cc5)c(Cl)cc4[nH]3)CO[C@H]12. Given the product O=C(O)CC1CO[C@@H]2[C@H](Oc3nc4nc(-c5ccc(-c6ccccc6)cc5)c(Cl)cc4[nH]3)CO[C@H]12, predict the reactants needed to synthesize it.